Dataset: NCI-60 drug combinations with 297,098 pairs across 59 cell lines. Task: Regression. Given two drug SMILES strings and cell line genomic features, predict the synergy score measuring deviation from expected non-interaction effect. (1) Drug 2: CC1=CC2C(CCC3(C2CCC3(C(=O)C)OC(=O)C)C)C4(C1=CC(=O)CC4)C. Synergy scores: CSS=2.84, Synergy_ZIP=-0.553, Synergy_Bliss=-2.70, Synergy_Loewe=-20.1, Synergy_HSA=-7.72. Cell line: MDA-MB-435. Drug 1: COC1=CC(=CC(=C1O)OC)C2C3C(COC3=O)C(C4=CC5=C(C=C24)OCO5)OC6C(C(C7C(O6)COC(O7)C8=CC=CS8)O)O. (2) Drug 1: CC1=CC=C(C=C1)C2=CC(=NN2C3=CC=C(C=C3)S(=O)(=O)N)C(F)(F)F. Drug 2: CCCCCOC(=O)NC1=NC(=O)N(C=C1F)C2C(C(C(O2)C)O)O. Cell line: HOP-62. Synergy scores: CSS=4.78, Synergy_ZIP=-0.554, Synergy_Bliss=-5.64, Synergy_Loewe=-2.37, Synergy_HSA=-2.85.